From a dataset of Catalyst prediction with 721,799 reactions and 888 catalyst types from USPTO. Predict which catalyst facilitates the given reaction. (1) Reactant: [F:1][C:2]1([F:21])[CH2:7][CH2:6][CH:5]([NH:8][C:9]2[C:18]3[C:13](=[C:14]([NH2:19])[CH:15]=[CH:16][CH:17]=3)[N:12]=[C:11]([CH3:20])[N:10]=2)[CH2:4][CH2:3]1.[Cl:22][C:23]1[C:28]([C:29](O)=[O:30])=[C:27]([F:32])[C:26]([CH2:33][NH:34][C:35](=[O:40])[C:36]([CH3:39])([CH3:38])[CH3:37])=[CH:25][CH:24]=1.C(Cl)(=O)C(Cl)=O.CCN(C(C)C)C(C)C. Product: [Cl:22][C:23]1[C:28]([C:29]([NH:19][C:14]2[CH:15]=[CH:16][CH:17]=[C:18]3[C:13]=2[N:12]=[C:11]([CH3:20])[N:10]=[C:9]3[NH:8][CH:5]2[CH2:6][CH2:7][C:2]([F:1])([F:21])[CH2:3][CH2:4]2)=[O:30])=[C:27]([F:32])[C:26]([CH2:33][NH:34][C:35](=[O:40])[C:36]([CH3:38])([CH3:37])[CH3:39])=[CH:25][CH:24]=1. The catalyst class is: 85. (2) Reactant: [CH3:1][C:2]1[CH:7]=[C:6]([CH3:8])[CH:5]=[CH:4][C:3]=1[C:9]1[C:10](=[O:20])[N:11]([CH3:19])[C:12]([NH:15][CH2:16][CH2:17][CH3:18])=[N:13][CH:14]=1.[OH-].[K+].I[CH2:24][CH2:25][CH3:26]. The catalyst class is: 54. Product: [CH3:1][C:2]1[CH:7]=[C:6]([CH3:8])[CH:5]=[CH:4][C:3]=1[C:9]1[C:10](=[O:20])[N:11]([CH3:19])[C:12]([N:15]([CH2:24][CH2:25][CH3:26])[CH2:16][CH2:17][CH3:18])=[N:13][CH:14]=1.